From a dataset of Reaction yield outcomes from USPTO patents with 853,638 reactions. Predict the reaction yield, written as a fraction of the theoretical maximum amount of product (1.0 means a 100% yield; for example, 0.34 means a 34% yield). The reactants are [CH3:1][C@H:2]1[CH2:11][C:9](=[O:10])[C:5](=[C:6]([CH3:8])[CH3:7])[CH2:4][CH2:3]1.C([O-])(O)=[O:13].[Na+].Cl.[CH3:18][CH2:19]OCC. The catalyst is BrBr.CC[O-].[Na+].O. The product is [CH3:1][C@@H:2]1[CH2:3][CH2:4][C:5](=[C:6]([CH3:7])[CH3:8])[CH:11]1[C:9]([O:10][CH2:18][CH3:19])=[O:13]. The yield is 0.640.